From a dataset of Forward reaction prediction with 1.9M reactions from USPTO patents (1976-2016). Predict the product of the given reaction. (1) Given the reactants [OH-].[K+].[C:3]([O:7][C:8](=[O:15])[NH:9][C:10]([CH3:14])([CH3:13])[CH2:11][OH:12])([CH3:6])([CH3:5])[CH3:4].S(OC)(O[CH3:20])(=O)=O, predict the reaction product. The product is: [C:3]([O:7][C:8](=[O:15])[NH:9][C:10]([CH3:14])([CH3:13])[CH2:11][O:12][CH3:20])([CH3:6])([CH3:4])[CH3:5]. (2) Given the reactants [CH3:1][O:2][C:3]([C:5]1[CH:13]=[C:12]2[C:8]([C:9]([CH:47]3[CH2:52][CH2:51][CH2:50][CH2:49][CH2:48]3)=[C:10]([C:22]3[CH:23]=[C:24]4[C:29](=[CH:30][CH:31]=3)[N:28]=[C:27]([C:32]3[CH:37]=[C:36]([O:38][CH3:39])[CH:35]=[CH:34][C:33]=3[C:40]3[CH:45]=[CH:44][C:43]([Cl:46])=[CH:42][CH:41]=3)[CH:26]=[CH:25]4)[N:11]2[CH2:14][C:15]([O:17]C(C)(C)C)=[O:16])=[CH:7][CH:6]=1)=[O:4], predict the reaction product. The product is: [CH3:1][O:2][C:3]([C:5]1[CH:13]=[C:12]2[C:8]([C:9]([CH:47]3[CH2:52][CH2:51][CH2:50][CH2:49][CH2:48]3)=[C:10]([C:22]3[CH:23]=[C:24]4[C:29](=[CH:30][CH:31]=3)[N:28]=[C:27]([C:32]3[CH:37]=[C:36]([O:38][CH3:39])[CH:35]=[CH:34][C:33]=3[C:40]3[CH:41]=[CH:42][C:43]([Cl:46])=[CH:44][CH:45]=3)[CH:26]=[CH:25]4)[N:11]2[CH2:14][C:15]([OH:17])=[O:16])=[CH:7][CH:6]=1)=[O:4]. (3) Given the reactants [Br:1][C:2]1[CH:7]=[CH:6][C:5]([CH2:8][CH2:9]Br)=[CH:4][N:3]=1.[NH:11]1[CH2:15][CH2:14][CH2:13][C:12]1=[O:16].[H-].[Na+], predict the reaction product. The product is: [Br:1][C:2]1[N:3]=[CH:4][C:5]([CH2:8][CH2:9][N:11]2[CH2:15][CH2:14][CH2:13][C:12]2=[O:16])=[CH:6][CH:7]=1. (4) Given the reactants [Br:1][C:2]1[CH:7]=[CH:6][C:5]2[C:8]3[C:9](=O)[NH:10][CH2:11][CH2:12][CH2:13][C:14]=3[O:15][C:4]=2[CH:3]=1.B.C1COCC1, predict the reaction product. The product is: [Br:1][C:2]1[CH:7]=[CH:6][C:5]2[C:8]3[CH2:9][NH:10][CH2:11][CH2:12][CH2:13][C:14]=3[O:15][C:4]=2[CH:3]=1.